The task is: Predict the reactants needed to synthesize the given product.. This data is from Full USPTO retrosynthesis dataset with 1.9M reactions from patents (1976-2016). (1) Given the product [CH2:12]([N:19]1[CH2:23][CH2:22][C@@H:21]([N:24]([C:2]2[O:3][C:4]3[CH:10]=[C:9]([Cl:11])[CH:8]=[CH:7][C:5]=3[N:6]=2)[CH3:25])[CH2:20]1)[C:13]1[CH:14]=[CH:15][CH:16]=[CH:17][CH:18]=1, predict the reactants needed to synthesize it. The reactants are: Cl[C:2]1[O:3][C:4]2[CH:10]=[C:9]([Cl:11])[CH:8]=[CH:7][C:5]=2[N:6]=1.[CH2:12]([N:19]1[CH2:23][CH2:22][C@@H:21]([NH:24][CH3:25])[CH2:20]1)[C:13]1[CH:18]=[CH:17][CH:16]=[CH:15][CH:14]=1.CCN(CC)CC. (2) Given the product [CH3:36][C:35]1[C:30]([C:4]([C:6]2[N:7]=[CH:8][N:9]([C:11]3[CH:12]=[C:13]([C:17]4[CH:22]=[CH:21][CH:20]=[CH:19][C:18]=4[O:23][C:24]([F:25])([F:27])[F:26])[CH:14]=[CH:15][CH:16]=3)[CH:10]=2)=[O:5])=[N:31][CH:32]=[CH:33][CH:34]=1, predict the reactants needed to synthesize it. The reactants are: CON(C)[C:4]([C:6]1[N:7]=[CH:8][N:9]([C:11]2[CH:12]=[C:13]([C:17]3[CH:22]=[CH:21][CH:20]=[CH:19][C:18]=3[O:23][C:24]([F:27])([F:26])[F:25])[CH:14]=[CH:15][CH:16]=2)[CH:10]=1)=[O:5].Br[C:30]1[C:35]([CH3:36])=[CH:34][CH:33]=[CH:32][N:31]=1.